From a dataset of Forward reaction prediction with 1.9M reactions from USPTO patents (1976-2016). Predict the product of the given reaction. (1) Given the reactants C(OC([NH:8][C@H:9]([C:16]([NH:18][C@H:19]([C:21]([O:23][CH2:24][CH2:25][O:26][C:27]1[CH:32]=[CH:31][C:30]([C:33]2[C:38]([C:39]#[N:40])=[C:37]([N:41]3[CH2:45][CH2:44][CH2:43][CH2:42]3)[N:36]=[C:35]([S:46][CH2:47][C:48]3[N:49]=[C:50]([C:53]4[CH:58]=[CH:57][C:56]([Cl:59])=[CH:55][CH:54]=4)[S:51][CH:52]=3)[C:34]=2[C:60]#[N:61])=[CH:29][CH:28]=1)=[O:22])[CH3:20])=[O:17])[CH2:10][C:11]1[N:15]=[CH:14][NH:13][CH:12]=1)=O)(C)(C)C.[ClH:62], predict the reaction product. The product is: [ClH:59].[ClH:62].[NH2:8][C@H:9]([C:16]([NH:18][C@H:19]([C:21]([O:23][CH2:24][CH2:25][O:26][C:27]1[CH:28]=[CH:29][C:30]([C:33]2[C:38]([C:39]#[N:40])=[C:37]([N:41]3[CH2:42][CH2:43][CH2:44][CH2:45]3)[N:36]=[C:35]([S:46][CH2:47][C:48]3[N:49]=[C:50]([C:53]4[CH:58]=[CH:57][C:56]([Cl:59])=[CH:55][CH:54]=4)[S:51][CH:52]=3)[C:34]=2[C:60]#[N:61])=[CH:31][CH:32]=1)=[O:22])[CH3:20])=[O:17])[CH2:10][C:11]1[N:15]=[CH:14][NH:13][CH:12]=1. (2) The product is: [F:66][C:35]([F:34])([F:67])[C:36]1[CH:37]=[CH:38][C:39]([NH:42][C:43]([C:45]2[CH:46]=[CH:47][C:48]([O:51][C:52]3[CH:57]=[CH:56][C:55]([CH:58]([CH3:65])[CH2:59][C:60]([O:62][CH2:63][CH3:64])=[O:61])=[CH:54][CH:53]=3)=[N:49][CH:50]=2)=[O:44])=[CH:40][CH:41]=1. Given the reactants [H-].[Na+].C(C1C=CC(OC2C=CC(C(NC3C=CC(C(F)(F)F)=CC=3)=O)=CN=2)=CC=1)(=O)C.[Cl-].[NH4+].[F:34][C:35]([F:67])([F:66])[C:36]1[CH:41]=[CH:40][C:39]([NH:42][C:43]([C:45]2[CH:46]=[CH:47][C:48]([O:51][C:52]3[CH:57]=[CH:56][C:55]([C:58]([CH3:65])=[CH:59][C:60]([O:62][CH2:63][CH3:64])=[O:61])=[CH:54][CH:53]=3)=[N:49][CH:50]=2)=[O:44])=[CH:38][CH:37]=1, predict the reaction product. (3) Given the reactants [C:1]([C:5]1[CH:25]=[CH:24][C:8]([C:9]([NH:11][CH2:12][CH2:13][C:14]2[CH:19]=[CH:18][CH:17]=[C:16]([C:20]([F:23])([F:22])[F:21])[CH:15]=2)=O)=[C:7]([F:26])[CH:6]=1)([CH3:4])([CH3:3])[CH3:2].Cl.[OH-].[Na+], predict the reaction product. The product is: [C:1]([C:5]1[CH:25]=[CH:24][C:8]([CH2:9][NH:11][CH2:12][CH2:13][C:14]2[CH:19]=[CH:18][CH:17]=[C:16]([C:20]([F:23])([F:22])[F:21])[CH:15]=2)=[C:7]([F:26])[CH:6]=1)([CH3:4])([CH3:2])[CH3:3]. (4) Given the reactants [Cl:1][C:2]1[C:3]([NH:8][S:9]([C:12]2[CH:21]=[CH:20][C:15]([C:16]([O:18][CH3:19])=[O:17])=[CH:14][CH:13]=2)(=[O:11])=[O:10])=[N:4][CH:5]=[CH:6][CH:7]=1.Br[CH2:23][C:24]1[CH:29]=[CH:28][CH:27]=[CH:26][CH:25]=1, predict the reaction product. The product is: [CH2:23]([N:8]([C:3]1[C:2]([Cl:1])=[CH:7][CH:6]=[CH:5][N:4]=1)[S:9]([C:12]1[CH:21]=[CH:20][C:15]([C:16]([O:18][CH3:19])=[O:17])=[CH:14][CH:13]=1)(=[O:10])=[O:11])[C:24]1[CH:29]=[CH:28][CH:27]=[CH:26][CH:25]=1. (5) The product is: [CH3:12][S:13]([O-:16])(=[O:15])=[O:14].[CH2:2]([N+:6]1[CH:10]=[CH:9][N:8]([CH3:11])[CH:7]=1)[CH2:3][CH2:4][CH3:5]. Given the reactants [Cl-].[CH2:2]([N+:6]1[CH:10]=[CH:9][N:8]([CH3:11])[CH:7]=1)[CH2:3][CH2:4][CH3:5].[CH3:12][S:13]([OH:16])(=[O:15])=[O:14].O1CCOCC1.Cl, predict the reaction product. (6) Given the reactants [C:1]1([CH3:21])[CH:6]=[C:5]([CH3:7])[CH:4]=[C:3]([CH3:8])[C:2]=1[NH:9][C:10]1[N:14]([CH3:15])[C:13]2[C:16]([NH2:20])=[CH:17][CH:18]=[CH:19][C:12]=2[N:11]=1.[CH:22](=O)[CH2:23][CH3:24].[BH3-][C:27]#N.[Na+].[C:30](O)(=O)[CH3:31], predict the reaction product. The product is: [C:1]1([CH3:21])[CH:6]=[C:5]([CH3:7])[CH:4]=[C:3]([CH3:8])[C:2]=1[NH:9][C:10]1[N:14]([CH3:15])[C:13]2[C:16]([N:20]([CH2:27][CH2:30][CH3:31])[CH2:22][CH2:23][CH3:24])=[CH:17][CH:18]=[CH:19][C:12]=2[N:11]=1.